Dataset: Catalyst prediction with 721,799 reactions and 888 catalyst types from USPTO. Task: Predict which catalyst facilitates the given reaction. (1) Reactant: [Cl:1][C:2]1[C:3]([F:18])=[C:4](I)[C:5]([O:14][CH2:15][CH3:16])=[C:6]([C:8]2([CH3:13])[O:12][CH2:11][CH2:10][O:9]2)[CH:7]=1.CC1(C)C(C)(C)OB(/[CH:27]=[CH:28]/[C:29]([O:31][CH2:32][CH3:33])=[O:30])O1.C(=O)([O-])[O-].[K+].[K+].ClCCl. Product: [Cl:1][C:2]1[C:3]([F:18])=[C:4](/[CH:27]=[CH:28]/[C:29]([O:31][CH2:32][CH3:33])=[O:30])[C:5]([O:14][CH2:15][CH3:16])=[C:6]([C:8]2([CH3:13])[O:12][CH2:11][CH2:10][O:9]2)[CH:7]=1. The catalyst class is: 117. (2) Reactant: [CH3:1][O:2][C@H:3]1[C@@H:7]2[O:8][C:9]([CH3:12])([CH3:11])[O:10][C@H:6]2[C@@H:5]([C:13]([NH:15][CH2:16][C:17](=[O:20])[CH2:18][CH3:19])=O)[O:4]1.P(Cl)(Cl)(Cl)=O. Product: [CH3:1][O:2][C@H:3]1[C@@H:7]2[O:8][C:9]([CH3:11])([CH3:12])[O:10][C@@H:6]2[C@@H:5]([C:13]2[O:20][C:17]([CH2:18][CH3:19])=[CH:16][N:15]=2)[O:4]1. The catalyst class is: 11. (3) Reactant: Cl.Cl.CO[C:5](=[O:23])[C:6]1[C:11]([C:12]([F:15])([F:14])[F:13])=[CH:10][C:9]([NH:16][CH:17]2[CH2:22][CH2:21][NH:20][CH2:19][CH2:18]2)=[N:8][CH:7]=1.C(O)(=O)C.C([N:30](C(C)C)C(C)C)C.[CH3:37][O:38][C:39]1[CH:46]=[CH:45][C:42]([CH:43]=O)=[CH:41][C:40]=1[O:47][CH2:48][CH2:49][CH3:50].C([BH3-])#N.[Na+].[C-]#N.[K+].[NH4+].[OH-]. Product: [CH3:37][O:38][C:39]1[CH:46]=[CH:45][C:42]([CH2:43][N:20]2[CH2:21][CH2:22][CH:17]([NH:16][C:9]3[CH:10]=[C:11]([C:12]([F:14])([F:15])[F:13])[C:6]([C:5]([NH2:30])=[O:23])=[CH:7][N:8]=3)[CH2:18][CH2:19]2)=[CH:41][C:40]=1[O:47][CH2:48][CH2:49][CH3:50]. The catalyst class is: 8. (4) Reactant: [C:1]([O:9][C:10]1[CH:11]=[C:12]2[C:17](=[CH:18][C:19]=1[O:20][CH2:21][CH:22]1[CH2:27][CH2:26][N:25]([CH3:28])[CH2:24][CH2:23]1)[N:16]=[CH:15][N:14]=[C:13]2O)(=[O:8])[C:2]1[CH:7]=[CH:6][CH:5]=[CH:4][CH:3]=1.S(Cl)([Cl:32])=O. Product: [C:1]([O:9][C:10]1[CH:11]=[C:12]2[C:17](=[CH:18][C:19]=1[O:20][CH2:21][CH:22]1[CH2:27][CH2:26][N:25]([CH3:28])[CH2:24][CH2:23]1)[N:16]=[CH:15][N:14]=[C:13]2[Cl:32])(=[O:8])[C:2]1[CH:7]=[CH:6][CH:5]=[CH:4][CH:3]=1. The catalyst class is: 9.